This data is from Catalyst prediction with 721,799 reactions and 888 catalyst types from USPTO. The task is: Predict which catalyst facilitates the given reaction. (1) Reactant: [CH3:1][O:2][C:3]1[CH:4]=[C:5]([CH:20]=[O:21])[C:6]2[O:10][C:9]([C:11]3[CH:16]=[CH:15][C:14]([O:17][CH3:18])=[CH:13][CH:12]=3)=[CH:8][C:7]=2[CH:19]=1.C[Si]([C:26]([F:29])([F:28])[F:27])(C)C.CCCC[N+](CCCC)(CCCC)CCCC.[F-].Cl. Product: [F:27][C:26]([F:29])([F:28])[CH:20]([C:5]1[C:6]2[O:10][C:9]([C:11]3[CH:12]=[CH:13][C:14]([O:17][CH3:18])=[CH:15][CH:16]=3)=[CH:8][C:7]=2[CH:19]=[C:3]([O:2][CH3:1])[CH:4]=1)[OH:21]. The catalyst class is: 1. (2) The catalyst class is: 7. Reactant: [NH2:1][C:2]1[CH:7]=[CH:6][C:5]([Br:8])=[CH:4][N:3]=1.C([Li])CCC.Cl[Si:15]([CH3:23])([CH3:22])[CH2:16][CH2:17][Si:18](Cl)([CH3:20])[CH3:19]. Product: [Br:8][C:5]1[CH:6]=[CH:7][C:2]([N:1]2[Si:18]([CH3:20])([CH3:19])[CH2:17][CH2:16][Si:15]2([CH3:23])[CH3:22])=[N:3][CH:4]=1. (3) Reactant: [Br:1][C:2]1[CH:3]=[C:4]([C:8](=[O:18])[CH2:9][C:10]2[CH:15]=[CH:14][C:13]([S:16][CH3:17])=[CH:12][CH:11]=2)[CH:5]=[N:6][CH:7]=1.[H-].[Na+].[CH2:21](Br)[CH:22]=[CH:23][C:24]1[CH:29]=[CH:28][CH:27]=[CH:26][CH:25]=1. Product: [Br:1][C:2]1[CH:3]=[C:4]([C:8](=[O:18])[CH:9]([C:10]2[CH:15]=[CH:14][C:13]([S:16][CH3:17])=[CH:12][CH:11]=2)[CH2:21]/[CH:22]=[CH:23]/[C:24]2[CH:29]=[CH:28][CH:27]=[CH:26][CH:25]=2)[CH:5]=[N:6][CH:7]=1. The catalyst class is: 3. (4) The catalyst class is: 1. Reactant: [Br:1][CH2:2][C:3]1[CH:8]=[CH:7][C:6]([CH2:9][C:10](O)=[O:11])=[CH:5][CH:4]=1.Cl. Product: [Br:1][CH2:2][C:3]1[CH:8]=[CH:7][C:6]([CH2:9][CH2:10][OH:11])=[CH:5][CH:4]=1. (5) Reactant: Cl[C:2]1[CH:7]=[CH:6][N:5]=[C:4]([C:8]([N:10]([CH:14]([CH3:16])[CH3:15])[CH:11]([CH3:13])[CH3:12])=[O:9])[C:3]=1[CH2:17][CH2:18][CH2:19]Cl.[Cl:21][C:22]1[CH:23]=[CH:24][C:25]([O:30][CH2:31][C:32]2[CH:37]=[CH:36][C:35]([F:38])=[CH:34][C:33]=2[F:39])=[C:26]([CH2:28][NH2:29])[CH:27]=1.C([O-])([O-])=O.[K+].[K+]. Product: [Cl:21][C:22]1[CH:23]=[CH:24][C:25]([O:30][CH2:31][C:32]2[CH:37]=[CH:36][C:35]([F:38])=[CH:34][C:33]=2[F:39])=[C:26]([CH:27]=1)[CH2:28][N:29]1[C:2]2[CH:7]=[CH:6][N:5]=[C:4]([C:8]([N:10]([CH:11]([CH3:12])[CH3:13])[CH:14]([CH3:15])[CH3:16])=[O:9])[C:3]=2[CH2:17][CH2:18][CH2:19]1. The catalyst class is: 3. (6) Reactant: [F:1][C:2]1[C:3]([C:15]#N)=[N:4][CH:5]=[CH:6][C:7]=1[C:8]1[CH:9]=[N:10][CH:11]=[CH:12][C:13]=1[CH3:14].[F:17][C:18]1[CH:23]=[CH:22][C:21]([Mg]Br)=[CH:20][CH:19]=1.Cl.[OH-:27].[Na+]. Product: [F:1][C:2]1[C:3]([C:15]([C:21]2[CH:22]=[CH:23][C:18]([F:17])=[CH:19][CH:20]=2)=[O:27])=[N:4][CH:5]=[CH:6][C:7]=1[C:8]1[CH:9]=[N:10][CH:11]=[CH:12][C:13]=1[CH3:14]. The catalyst class is: 677.